Task: Predict the reaction yield, written as a fraction of the theoretical maximum amount of product (1.0 means a 100% yield; for example, 0.34 means a 34% yield).. Dataset: Reaction yield outcomes from USPTO patents with 853,638 reactions The reactants are [O:1]=[O+][O-].[Cl:4][C:5]1[CH:6]=[C:7]([C:12]2([C:23]([O:25][CH3:26])=[O:24])[CH2:14][CH:13]2/[CH:15]=C/C2C=CC=CC=2)[CH:8]=[CH:9][C:10]=1[Cl:11].C1C=CC(P(C2C=CC=CC=2)C2C=CC=CC=2)=CC=1. The catalyst is C(Cl)Cl. The product is [Cl:4][C:5]1[CH:6]=[C:7]([C:12]2([C:23]([O:25][CH3:26])=[O:24])[CH2:14][CH:13]2[CH:15]=[O:1])[CH:8]=[CH:9][C:10]=1[Cl:11]. The yield is 0.800.